The task is: Predict the reactants needed to synthesize the given product.. This data is from Full USPTO retrosynthesis dataset with 1.9M reactions from patents (1976-2016). (1) The reactants are: Cl[C:2]1[C:11]([CH3:12])=[C:10]([Cl:13])[C:9]2[C:4](=[C:5]([Cl:14])[CH:6]=[CH:7][CH:8]=2)[N:3]=1.[CH3:15][C:16]1[CH:21]=[CH:20][N:19]=[C:18]([Sn](CCCC)(CCCC)CCCC)[CH:17]=1. Given the product [Cl:13][C:10]1[C:9]2[C:4](=[C:5]([Cl:14])[CH:6]=[CH:7][CH:8]=2)[N:3]=[C:2]([C:18]2[CH:17]=[C:16]([CH3:15])[CH:21]=[CH:20][N:19]=2)[C:11]=1[CH3:12], predict the reactants needed to synthesize it. (2) Given the product [O:37]=[C:36]1[N:1]([CH2:2][C:3]2[N:4]([C:18]3[CH:23]=[CH:22][C:21]([N:24]4[CH2:29][CH2:28][O:27][CH2:26][C:25]4=[O:30])=[C:20]([CH3:31])[CH:19]=3)[CH:5]=[C:6]([CH2:8][NH:9][C:10]([C:12]3[S:13][C:14]([Cl:17])=[CH:15][CH:16]=3)=[O:11])[N:7]=2)[CH2:33][CH2:34][NH:35]1, predict the reactants needed to synthesize it. The reactants are: [NH2:1][CH2:2][C:3]1[N:4]([C:18]2[CH:23]=[CH:22][C:21]([N:24]3[CH2:29][CH2:28][O:27][CH2:26][C:25]3=[O:30])=[C:20]([CH3:31])[CH:19]=2)[CH:5]=[C:6]([CH2:8][NH:9][C:10]([C:12]2[S:13][C:14]([Cl:17])=[CH:15][CH:16]=2)=[O:11])[N:7]=1.Cl[CH2:33][CH2:34][N:35]=[C:36]=[O:37].C(=O)([O-])[O-].[Cs+].[Cs+]. (3) Given the product [NH2:1][C:4]1[CH:5]=[C:6]([NH:10][C:11]([CH:13]2[CH2:14][CH2:15]2)=[O:12])[CH:7]=[CH:8][CH:9]=1, predict the reactants needed to synthesize it. The reactants are: [N+:1]([C:4]1[CH:5]=[C:6]([NH:10][C:11]([CH:13]2[CH2:15][CH2:14]2)=[O:12])[CH:7]=[CH:8][CH:9]=1)([O-])=O.